This data is from Forward reaction prediction with 1.9M reactions from USPTO patents (1976-2016). The task is: Predict the product of the given reaction. Given the reactants [OH:1][C:2]1[CH:6]([C:7]2[CH:12]=[CH:11][CH:10]=[CH:9][CH:8]=2)[CH2:5][C:4](=[O:13])[CH:3]=1.[N:14]1[CH:19]=[CH:18][CH:17]=[CH:16][C:15]=1[CH:20]=O.[NH:22]1[C:30]2[C:25](=[CH:26][CH:27]=[CH:28][CH:29]=2)[C:24]([CH2:31][CH2:32][NH:33][C:34](=[O:36])[CH3:35])=[CH:23]1, predict the reaction product. The product is: [OH:1][C:2]1[CH:6]([C:7]2[CH:12]=[CH:11][CH:10]=[CH:9][CH:8]=2)[CH2:5][C:4](=[O:13])[C:3]=1[CH:20]([C:15]1[CH:16]=[CH:17][CH:18]=[CH:19][N:14]=1)[C:23]1[NH:22][C:30]2[C:25]([C:24]=1[CH2:31][CH2:32][NH:33][C:34](=[O:36])[CH3:35])=[CH:26][CH:27]=[CH:28][CH:29]=2.